From a dataset of Catalyst prediction with 721,799 reactions and 888 catalyst types from USPTO. Predict which catalyst facilitates the given reaction. (1) Product: [CH3:1][CH:2]([NH:15][C:24]([C:23]1[C:19]([CH:17]([F:18])[F:16])=[N:20][N:21]([CH3:27])[CH:22]=1)=[O:25])[CH2:3][CH2:4][CH2:5][C:6]1[C:7]([Cl:14])=[CH:8][C:9]([Cl:13])=[CH:10][C:11]=1[Cl:12]. The catalyst class is: 228. Reactant: [CH3:1][CH:2]([NH2:15])[CH2:3][CH2:4][CH2:5][C:6]1[C:11]([Cl:12])=[CH:10][C:9]([Cl:13])=[CH:8][C:7]=1[Cl:14].[F:16][CH:17]([C:19]1[C:23]([C:24](O)=[O:25])=[CH:22][N:21]([CH3:27])[N:20]=1)[F:18]. (2) Reactant: [C:1]([O:5][C:6](=[O:25])[CH2:7][O:8][CH2:9][C@@H:10]1[CH2:14][CH2:13][CH2:12][N:11]1[C:15]([O:17][CH2:18][C:19]1[CH:24]=[CH:23][CH:22]=[CH:21][CH:20]=1)=[O:16])(C)(C)C.FC(F)(F)C(O)=O.O.C1(C)C=CC(S(O)(=O)=O)=CC=1. Product: [CH3:1][O:5][C:6](=[O:25])[CH2:7][O:8][CH2:9][C@@H:10]1[CH2:14][CH2:13][CH2:12][N:11]1[C:15]([O:17][CH2:18][C:19]1[CH:20]=[CH:21][CH:22]=[CH:23][CH:24]=1)=[O:16]. The catalyst class is: 22. (3) Reactant: [Br:1][C:2]1[CH:3]=[C:4]([NH2:9])[C:5]([NH2:8])=[N:6][CH:7]=1.[Cl:10][CH2:11][C:12]#N.C. Product: [Br:1][C:2]1[CH:3]=[C:4]2[N:9]=[C:12]([CH2:11][Cl:10])[NH:8][C:5]2=[N:6][CH:7]=1. The catalyst class is: 6. (4) Reactant: [N:1]([CH2:4][CH2:5][CH3:6])=[C:2]=[O:3].[C:7]([C:11]1[CH:12]=[C:13]([C:21]2[S:25][C:24]([CH2:26][CH2:27][C:28]3[CH:33]=[CH:32][C:31]([NH2:34])=[CH:30][CH:29]=3)=[N:23][N:22]=2)[CH:14]=[C:15]([C:17]([CH3:20])([CH3:19])[CH3:18])[CH:16]=1)([CH3:10])([CH3:9])[CH3:8]. Product: [C:17]([C:15]1[CH:14]=[C:13]([C:21]2[S:25][C:24]([CH2:26][CH2:27][C:28]3[CH:29]=[CH:30][C:31]([NH:34][C:2]([NH:1][CH2:4][CH2:5][CH3:6])=[O:3])=[CH:32][CH:33]=3)=[N:23][N:22]=2)[CH:12]=[C:11]([C:7]([CH3:8])([CH3:9])[CH3:10])[CH:16]=1)([CH3:20])([CH3:19])[CH3:18]. The catalyst class is: 1. (5) Reactant: Cl.[CH3:2][N:3]([CH2:5][C:6]1[CH:13]=[CH:12][C:9]([CH:10]=O)=[CH:8][CH:7]=1)[CH3:4].[I:14][C:15]1[CH:20]=[CH:19][C:18]([NH:21][NH2:22])=[CH:17][CH:16]=1. Product: [I:14][C:15]1[CH:20]=[CH:19][C:18]([NH:21][N:22]=[CH:10][C:9]2[CH:12]=[CH:13][C:6]([CH2:5][N:3]([CH3:4])[CH3:2])=[CH:7][CH:8]=2)=[CH:17][CH:16]=1. The catalyst class is: 8. (6) Reactant: C[Si]([N-][Si](C)(C)C)(C)C.[Li+].[Br-].[Br:12][C:13]1[CH:14]=[C:15]([CH:36]=[CH:37][C:38]=1[F:39])[CH2:16][P+](C1C=CC=CC=1)(C1C=CC=CC=1)C1C=CC=CC=1.[F:40][CH2:41][CH2:42][O:43][C:44]1[CH:52]=[CH:51][C:47]([C:48](Cl)=[O:49])=[CH:46][CH:45]=1.I([O-])(=O)(=O)=[O:54].[Na+]. Product: [Br:12][C:13]1[CH:14]=[C:15]([C:16](=[O:54])[C:48]([C:47]2[CH:51]=[CH:52][C:44]([O:43][CH2:42][CH2:41][F:40])=[CH:45][CH:46]=2)=[O:49])[CH:36]=[CH:37][C:38]=1[F:39]. The catalyst class is: 30. (7) Reactant: [Li]CCCC.CCCCCC.[CH3:12][N:13]1[CH:17]=[N:16][NH:15][C:14]1=[S:18].[Cl:19][C:20]1[CH:47]=[CH:46][C:23]([C:24]([C:26]2[CH:27]=[C:28]3[C:33]4=[C:34]([O:36][CH2:37][N:32]4[C:31](=[O:38])[CH:30]=[C:29]3[C:39]3[CH:44]=[CH:43][CH:42]=[C:41]([Cl:45])[CH:40]=3)[CH:35]=2)=[O:25])=[CH:22][CH:21]=1. Product: [Cl:45][C:41]1[CH:40]=[C:39]([C:29]2[C:28]3[C:33]4=[C:34]([O:36][CH2:37][N:32]4[C:31](=[O:38])[CH:30]=2)[CH:35]=[C:26]([C:24]([C:23]2[CH:46]=[CH:47][C:20]([Cl:19])=[CH:21][CH:22]=2)([OH:25])[C:17]2[N:13]([CH3:12])[C:14]([SH:18])=[N:15][N:16]=2)[CH:27]=3)[CH:44]=[CH:43][CH:42]=1. The catalyst class is: 1.